Task: Predict the product of the given reaction.. Dataset: Forward reaction prediction with 1.9M reactions from USPTO patents (1976-2016) (1) Given the reactants Cl[C:2]1[C:11]2[C:6](=[CH:7][CH:8]=[C:9]([F:12])[CH:10]=2)[N:5]=[CH:4][CH:3]=1.[NH:13]1[CH2:18][CH2:17][CH:16]([CH:19]([CH2:25][CH3:26])[C:20]([O:22][CH2:23][CH3:24])=[O:21])[CH2:15][CH2:14]1.CCN(C(C)C)C(C)C, predict the reaction product. The product is: [F:12][C:9]1[CH:10]=[C:11]2[C:6](=[CH:7][CH:8]=1)[N:5]=[CH:4][CH:3]=[C:2]2[N:13]1[CH2:18][CH2:17][CH:16]([CH:19]([CH2:25][CH3:26])[C:20]([O:22][CH2:23][CH3:24])=[O:21])[CH2:15][CH2:14]1. (2) Given the reactants [Cl:1][C:2]1[CH:7]=[C:6]([Cl:8])[C:5]([C:9]2[N:17]=[C:16]([Cl:18])[N:15]=[C:14]3[C:10]=2[N:11]=[CH:12][N:13]3[CH2:19][C:20]2[CH:25]=[CH:24][C:23]([O:26][CH3:27])=[CH:22][CH:21]=2)=[CH:4][C:3]=1[OH:28].C(=O)([O-])[O-].[Cs+].[Cs+].Cl.Cl[CH2:37][CH2:38][N:39]1[CH2:43][CH2:42][CH2:41][CH2:40]1, predict the reaction product. The product is: [Cl:18][C:16]1[N:15]=[C:14]2[C:10]([N:11]=[CH:12][N:13]2[CH2:19][C:20]2[CH:21]=[CH:22][C:23]([O:26][CH3:27])=[CH:24][CH:25]=2)=[C:9]([C:5]2[CH:4]=[C:3]([O:28][CH2:37][CH2:38][N:39]3[CH2:43][CH2:42][CH2:41][CH2:40]3)[C:2]([Cl:1])=[CH:7][C:6]=2[Cl:8])[N:17]=1. (3) Given the reactants [Br:1][CH2:2][CH2:3]Br.[CH3:5][C:6]1[CH:11]=[CH:10][C:9]([CH3:12])=[CH:8][C:7]=1[OH:13].C[O-].[Na+], predict the reaction product. The product is: [Br:1][CH2:2][CH2:3][O:13][C:7]1[CH:8]=[C:9]([CH3:12])[CH:10]=[CH:11][C:6]=1[CH3:5]. (4) Given the reactants O=[C:2]1[CH:8]([NH:9][C:10](=[O:17])[C:11]2[CH:16]=[CH:15][CH:14]=[CH:13][N:12]=2)[CH2:7][CH2:6][CH2:5][N:4]([C:18]([O:20][CH2:21][C:22]2[CH:27]=[CH:26][CH:25]=[CH:24][CH:23]=2)=[O:19])[CH2:3]1.P(Cl)(Cl)(Cl)(Cl)Cl, predict the reaction product. The product is: [N:12]1[CH:13]=[CH:14][CH:15]=[CH:16][C:11]=1[C:10]1[O:17][C:2]2[CH2:3][N:4]([C:18]([O:20][CH2:21][C:22]3[CH:27]=[CH:26][CH:25]=[CH:24][CH:23]=3)=[O:19])[CH2:5][CH2:6][CH2:7][C:8]=2[N:9]=1. (5) Given the reactants [CH2:1]([O:8][CH2:9][CH:10]([OH:20])[CH2:11][O:12][CH2:13][C:14]1[CH:19]=[CH:18][CH:17]=[CH:16][CH:15]=1)[C:2]1[CH:7]=[CH:6][CH:5]=[CH:4][CH:3]=1.C(#N)C.C(=O)(O)[O-].[Na+].Cl[O-].[Na+], predict the reaction product. The product is: [CH2:1]([O:8][CH2:9][C:10](=[O:20])[CH2:11][O:12][CH2:13][C:14]1[CH:19]=[CH:18][CH:17]=[CH:16][CH:15]=1)[C:2]1[CH:3]=[CH:4][CH:5]=[CH:6][CH:7]=1. (6) Given the reactants C([Mg]Cl)CCC.C(NC(C)C)(C)C.[C:14]1([S:20]([N:23]2[C:31]3[C:26](=[C:27]([N:32]4[CH2:37][CH2:36][N:35]([C:38]([O:40][C:41]([CH3:44])([CH3:43])[CH3:42])=[O:39])[CH2:34][CH2:33]4)[CH:28]=[CH:29][CH:30]=3)[CH:25]=[CH:24]2)(=[O:22])=[O:21])[CH:19]=[CH:18][CH:17]=[CH:16][CH:15]=1.[I:45]I, predict the reaction product. The product is: [I:45][C:24]1[N:23]([S:20]([C:14]2[CH:15]=[CH:16][CH:17]=[CH:18][CH:19]=2)(=[O:22])=[O:21])[C:31]2[C:26]([CH:25]=1)=[C:27]([N:32]1[CH2:37][CH2:36][N:35]([C:38]([O:40][C:41]([CH3:44])([CH3:43])[CH3:42])=[O:39])[CH2:34][CH2:33]1)[CH:28]=[CH:29][CH:30]=2. (7) Given the reactants Cl[C:2]1[N:3]=[C:4]2[C:10](=[CH:11][N:12]=1)[N:9]([CH3:13])[C:8](=[O:14])[CH2:7][CH2:6][N:5]2[CH2:15][C:16]#[CH:17].[NH2:18][C:19]1[CH:34]=[CH:33][C:22]([C:23]([NH:25][CH:26]2[CH2:31][CH2:30][N:29]([CH3:32])[CH2:28][CH2:27]2)=[O:24])=[CH:21][C:20]=1[O:35][CH3:36].O.C1(C)C=CC(S(O)(=O)=O)=CC=1.C(O)(C)C, predict the reaction product. The product is: [CH3:36][O:35][C:20]1[CH:21]=[C:22]([CH:33]=[CH:34][C:19]=1[NH:18][C:2]1[N:3]=[C:4]2[C:10]([N:9]([CH3:13])[C:8](=[O:14])[CH2:7][CH2:6][N:5]2[CH2:15][C:16]#[CH:17])=[CH:11][N:12]=1)[C:23]([NH:25][CH:26]1[CH2:31][CH2:30][N:29]([CH3:32])[CH2:28][CH2:27]1)=[O:24].